From a dataset of Full USPTO retrosynthesis dataset with 1.9M reactions from patents (1976-2016). Predict the reactants needed to synthesize the given product. (1) Given the product [F:42][C:23]([F:22])([F:41])[C:24]1[CH:28]=[C:27]([C:29]([F:32])([F:30])[F:31])[N:26]([CH2:33][C:34]2[CH:40]=[CH:39][C:37]([NH:38][C:9]([C:10]3[C:11]([C:7]([NH:6][C@@H:2]([CH3:1])[CH2:3][S:4][CH3:5])=[O:8])=[C:12]([O:16][C:17]([F:20])([F:19])[F:18])[CH:13]=[CH:14][CH:15]=3)=[O:21])=[C:36]([CH3:44])[CH:35]=2)[N:25]=1, predict the reactants needed to synthesize it. The reactants are: [CH3:1][C@H:2]([N:6]=[C:7]1[C:11]2[C:12]([O:16][C:17]([F:20])([F:19])[F:18])=[CH:13][CH:14]=[CH:15][C:10]=2[C:9](=[O:21])[O:8]1)[CH2:3][S:4][CH3:5].[F:22][C:23]([F:42])([F:41])[C:24]1[CH:28]=[C:27]([C:29]([F:32])([F:31])[F:30])[N:26]([CH2:33][C:34]2[CH:40]=[CH:39][C:37]([NH2:38])=[CH:36][CH:35]=2)[N:25]=1.O.[C:44]1(C)C=CC(S(O)(=O)=O)=CC=1. (2) Given the product [F:26][C:27]([F:32])([F:31])[C:28]([O-:30])=[O:29].[CH:33]1([N:38]2[CH2:43][CH2:42][N:41]([C:4]([C:3]3[CH:7]=[C:8]([CH:9]=[CH:10][C:2]=3[F:1])[CH2:11][C:12]3[CH:17]=[C:16]([C:18]([F:24])([F:23])[C:19]([F:22])([F:21])[F:20])[C:15](=[O:25])[NH:14][NH+:13]=3)=[O:6])[CH2:40][C:39]2=[O:44])[CH2:37][CH2:36][CH2:35][CH2:34]1, predict the reactants needed to synthesize it. The reactants are: [F:1][C:2]1[CH:10]=[CH:9][C:8]([CH2:11][C:12]2[CH:17]=[C:16]([C:18]([F:24])([F:23])[C:19]([F:22])([F:21])[F:20])[C:15](=[O:25])[NH:14][N:13]=2)=[CH:7][C:3]=1[C:4]([OH:6])=O.[F:26][C:27]([F:32])([F:31])[C:28]([O-:30])=[O:29].[CH:33]1([N:38]2[CH2:43][CH2:42][NH2+:41][CH2:40][C:39]2=[O:44])[CH2:37][CH2:36][CH2:35][CH2:34]1.CN(C(ON1N=NC2C=CC=CC1=2)=[N+](C)C)C.[B-](F)(F)(F)F.CN1CCOCC1. (3) Given the product [Cl:1][C:2]1[CH:3]=[CH:4][C:5]([C:8]2[C:17]3[C:12](=[CH:13][CH:14]=[C:15]([C:18]([NH:65][CH2:64][C:61]4[CH:60]=[CH:59][C:58]([S:55]([CH3:54])(=[O:57])=[O:56])=[CH:63][CH:62]=4)=[O:19])[CH:16]=3)[CH:11]=[N:10][CH:9]=2)=[CH:6][CH:7]=1, predict the reactants needed to synthesize it. The reactants are: [Cl:1][C:2]1[CH:7]=[CH:6][C:5]([C:8]2[C:17]3[C:12](=[CH:13][CH:14]=[C:15]([C:18](O)=[O:19])[CH:16]=3)[CH:11]=[N:10][CH:9]=2)=[CH:4][CH:3]=1.C(N(CC)C(C)C)(C)C.F[P-](F)(F)(F)(F)F.N1(OC(N(C)C)=[N+](C)C)C2N=CC=CC=2N=N1.[CH3:54][S:55]([C:58]1[CH:63]=[CH:62][C:61]([CH2:64][NH2:65])=[CH:60][CH:59]=1)(=[O:57])=[O:56].